This data is from Reaction yield outcomes from USPTO patents with 853,638 reactions. The task is: Predict the reaction yield, written as a fraction of the theoretical maximum amount of product (1.0 means a 100% yield; for example, 0.34 means a 34% yield). (1) The reactants are C(NC(C)C)(C)C.[Li]CCCC.[Cl:13][C:14]1[C:15]([F:21])=[N:16][CH:17]=[C:18]([F:20])[CH:19]=1.[C:22]([Si:26](Cl)([CH3:28])[CH3:27])([CH3:25])([CH3:24])[CH3:23].[Cl-].[NH4+]. The catalyst is C1COCC1.O.C(=O)(O)[O-].[Na+]. The product is [Si:26]([C:19]1[C:18]([F:20])=[CH:17][N:16]=[C:15]([F:21])[C:14]=1[Cl:13])([C:22]([CH3:25])([CH3:24])[CH3:23])([CH3:28])[CH3:27]. The yield is 0.720. (2) The reactants are [F:1][C:2]1[CH:3]=[C:4]2[C:8](=[CH:9][CH:10]=1)[NH:7][C:6](=[O:11])[CH2:5]2.[CH2:12]([N:14]([CH2:29][CH3:30])[CH2:15][CH2:16][NH:17][C:18]([C:20]1[C:24]([CH3:25])=[C:23]([CH:26]=O)[NH:22][C:21]=1[CH3:28])=[O:19])[CH3:13]. No catalyst specified. The product is [CH2:29]([N:14]([CH2:12][CH3:13])[CH2:15][CH2:16][NH:17][C:18]([C:20]1[C:24]([CH3:25])=[C:23]([CH:26]=[C:5]2[C:4]3[C:8](=[CH:9][CH:10]=[C:2]([F:1])[CH:3]=3)[NH:7][C:6]2=[O:11])[NH:22][C:21]=1[CH3:28])=[O:19])[CH3:30]. The yield is 0.550.